From a dataset of Full USPTO retrosynthesis dataset with 1.9M reactions from patents (1976-2016). Predict the reactants needed to synthesize the given product. (1) Given the product [CH2:1]([N:8]([CH3:15])[CH2:9][C@H:10]([OH:12])[CH3:11])[C:2]1[CH:7]=[CH:6][CH:5]=[CH:4][CH:3]=1, predict the reactants needed to synthesize it. The reactants are: [CH2:1]([NH:8][CH2:9][C@H:10]([OH:12])[CH3:11])[C:2]1[CH:7]=[CH:6][CH:5]=[CH:4][CH:3]=1.C=O.[CH:15](O)=O.[OH-].[Na+]. (2) Given the product [C:29]1([C:35]2[CH:40]=[C:39]([CH2:41][S:42]([N:45]3[CH2:50][CH2:49][O:48][CH2:47][CH2:46]3)(=[O:44])=[O:43])[CH:38]=[CH:37][C:36]=2[NH:51][C:16]([C:5]2[N:6]([CH2:8][O:9][CH2:10][CH2:11][Si:12]([CH3:13])([CH3:14])[CH3:15])[CH:7]=[C:3]([C:1]#[N:2])[N:4]=2)=[O:18])[CH2:34][CH2:33][CH2:32][CH2:31][CH:30]=1, predict the reactants needed to synthesize it. The reactants are: [C:1]([C:3]1[N:4]=[C:5]([C:16]([OH:18])=O)[N:6]([CH2:8][O:9][CH2:10][CH2:11][Si:12]([CH3:15])([CH3:14])[CH3:13])[CH:7]=1)#[N:2].[K].CCN(C(C)C)C(C)C.[C:29]1([C:35]2[CH:40]=[C:39]([CH2:41][S:42]([N:45]3[CH2:50][CH2:49][O:48][CH2:47][CH2:46]3)(=[O:44])=[O:43])[CH:38]=[CH:37][C:36]=2[NH2:51])[CH2:34][CH2:33][CH2:32][CH2:31][CH:30]=1.C1CN([P+](Br)(N2CCCC2)N2CCCC2)CC1.F[P-](F)(F)(F)(F)F. (3) The reactants are: Cl.[OH:2][C:3]1[CH:4]=[C:5]([C:11]2[C:12]([CH3:24])([CH3:23])[C:13](=[O:22])[N:14]([CH:16]3[CH2:21][CH2:20][NH:19][CH2:18][CH2:17]3)[N:15]=2)[CH:6]=[CH:7][C:8]=1[O:9][CH3:10].[CH3:25][O:26][C:27]1[CH:35]=[CH:34][CH:33]=[CH:32][C:28]=1[C:29](Cl)=[O:30]. Given the product [OH:2][C:3]1[CH:4]=[C:5]([C:11]2[C:12]([CH3:24])([CH3:23])[C:13](=[O:22])[N:14]([CH:16]3[CH2:21][CH2:20][N:19]([C:29]([C:28]4[CH:32]=[CH:33][CH:34]=[CH:35][C:27]=4[O:26][CH3:25])=[O:30])[CH2:18][CH2:17]3)[N:15]=2)[CH:6]=[CH:7][C:8]=1[O:9][CH3:10], predict the reactants needed to synthesize it. (4) The reactants are: [F:1][C:2]([F:13])([F:12])[O:3][C:4]1[CH:5]=[C:6]([CH2:10][NH2:11])[CH:7]=[CH:8][CH:9]=1.[F:14][C:15]([F:20])([F:19])[CH:16]1[O:18][CH2:17]1. Given the product [F:1][C:2]([F:12])([F:13])[O:3][C:4]1[CH:5]=[C:6]([CH2:10][NH:11][CH2:17][CH:16]([OH:18])[C:15]([F:20])([F:19])[F:14])[CH:7]=[CH:8][CH:9]=1, predict the reactants needed to synthesize it. (5) Given the product [C:1]([NH:5][S:13]([C:10]1[CH:11]=[CH:12][C:7]([Cl:6])=[C:8]([N+:17]([O-:19])=[O:18])[CH:9]=1)(=[O:14])=[O:15])([CH3:4])([CH3:3])[CH3:2], predict the reactants needed to synthesize it. The reactants are: [C:1]([NH2:5])([CH3:4])([CH3:3])[CH3:2].[Cl:6][C:7]1[CH:12]=[CH:11][C:10]([S:13](Cl)(=[O:15])=[O:14])=[CH:9][C:8]=1[N+:17]([O-:19])=[O:18].O. (6) The reactants are: [Cl:1][C:2]1[CH:3]=[N:4][C:5]2[N:6]([N:8]=[C:9]([C:11]([OH:13])=O)[CH:10]=2)[CH:7]=1.[CH3:14][N:15]1[C:20]2[CH:21]=[CH:22][CH:23]=[N:24][C:19]=2[CH2:18][CH2:17][NH:16]1. Given the product [Cl:1][C:2]1[CH:3]=[N:4][C:5]2[N:6]([N:8]=[C:9]([C:11]([N:16]3[CH2:17][CH2:18][C:19]4[N:24]=[CH:23][CH:22]=[CH:21][C:20]=4[N:15]3[CH3:14])=[O:13])[CH:10]=2)[CH:7]=1, predict the reactants needed to synthesize it. (7) Given the product [CH2:49]([C@@:44]1([CH3:51])[NH:43][C:2](=[O:4])[N:41]([C:38]2[CH:39]=[N:40][C:35]([O:34][C:26]3[C:27]4[C:31]5([CH2:30][O:29][C:28]=4[C:23]([CH3:22])=[CH:24][CH:25]=3)[CH2:33][CH2:32]5)=[CH:36][CH:37]=2)[C:45]1=[O:46])[CH3:50], predict the reactants needed to synthesize it. The reactants are: Cl[C:2](Cl)([O:4]C(=O)OC(Cl)(Cl)Cl)Cl.CCN(C(C)C)C(C)C.[CH3:22][C:23]1[C:28]2[O:29][CH2:30][C:31]3([CH2:33][CH2:32]3)[C:27]=2[C:26]([O:34][C:35]2[N:40]=[CH:39][C:38]([NH2:41])=[CH:37][CH:36]=2)=[CH:25][CH:24]=1.Cl.[NH2:43][C@:44]([CH3:51])([CH2:49][CH3:50])[C:45](OC)=[O:46]. (8) Given the product [CH2:11]([S:15][C:26]1[CH:27]=[CH:28][N:29]=[C:24]([NH:23][C:21]2[CH:20]=[C:19]([C:34]3[S:38][C:37]([N:39]4[CH2:45][CH2:44][CH2:43][NH:42][C:41](=[O:46])[CH2:40]4)=[N:36][CH:35]=3)[CH:18]=[C:17]([CH3:16])[CH:22]=2)[N:25]=1)[CH2:12][CH2:13][CH3:14], predict the reactants needed to synthesize it. The reactants are: C[Si]([N-][Si](C)(C)C)(C)C.[Na+].[CH2:11]([SH:15])[CH2:12][CH2:13][CH3:14].[CH3:16][C:17]1[CH:18]=[C:19]([C:34]2[S:38][C:37]([N:39]3[CH2:45][CH2:44][CH2:43][NH:42][C:41](=[O:46])[CH2:40]3)=[N:36][CH:35]=2)[CH:20]=[C:21]([NH:23][C:24]2[N:29]=[C:28](S(C)(=O)=O)[CH:27]=[CH:26][N:25]=2)[CH:22]=1. (9) Given the product [CH:1]([N:4]1[C:8]([C:9]2[N:10]=[C:11]3[C:17]4[CH:18]=[C:19]([S:23]([CH:25]5[CH2:30][CH2:29][N:28]([CH:31]([CH3:33])[CH3:32])[CH2:27][CH2:26]5)(=[O:37])=[O:24])[C:20]([CH3:22])=[CH:21][C:16]=4[O:15][CH2:14][CH2:13][N:12]3[CH:34]=2)=[N:7][C:6]([CH3:35])=[N:5]1)([CH3:2])[CH3:3], predict the reactants needed to synthesize it. The reactants are: [CH:1]([N:4]1[C:8]([C:9]2[N:10]=[C:11]3[C:17]4[CH:18]=[C:19]([S:23]([CH:25]5[CH2:30][CH2:29][N:28]([CH:31]([CH3:33])[CH3:32])[CH2:27][CH2:26]5)=[O:24])[C:20]([CH3:22])=[CH:21][C:16]=4[O:15][CH2:14][CH2:13][N:12]3[CH:34]=2)=[N:7][C:6]([CH3:35])=[N:5]1)([CH3:3])[CH3:2].C(O)(C(F)(F)F)=[O:37].C1C=C(Cl)C=C(C(OO)=O)C=1. (10) The reactants are: Br[CH2:2][C:3]1[CH:11]=[CH:10][C:6]2[N:7]=[CH:8][S:9][C:5]=2[CH:4]=1.S1C2C=C([CH2:21][OH:22])C=CC=2N=C1.P(Br)(Br)Br.C([O:29]CC)C. Given the product [CH3:21][O:22][C:2]([C:3]1[CH:11]=[CH:10][C:6]2[N:7]=[CH:8][S:9][C:5]=2[CH:4]=1)=[O:29], predict the reactants needed to synthesize it.